The task is: Predict which catalyst facilitates the given reaction.. This data is from Catalyst prediction with 721,799 reactions and 888 catalyst types from USPTO. (1) Reactant: [C:1]([C:3]1[CH:4]=[C:5]2[C:9](=[CH:10][CH:11]=1)[N:8]([S:12]([C:15]1[CH:20]=[CH:19][C:18]([O:21][CH3:22])=[CH:17][C:16]=1[O:23][CH3:24])(=[O:14])=[O:13])[C:7](=[O:25])[C@@:6]2([NH:35][C:36]([N:38]1[CH2:43][CH2:42][N:41]([CH:44]2[CH2:49][CH2:48][N:47](C(OC(C)(C)C)=O)[CH2:46][CH2:45]2)[CH2:40][CH2:39]1)=[O:37])[C:26]1[C:27]([O:32][CH2:33][CH3:34])=[N:28][CH:29]=[CH:30][CH:31]=1)#[N:2].FC(F)(F)C(O)=O. Product: [C:1]([C:3]1[CH:4]=[C:5]2[C:9](=[CH:10][CH:11]=1)[N:8]([S:12]([C:15]1[CH:20]=[CH:19][C:18]([O:21][CH3:22])=[CH:17][C:16]=1[O:23][CH3:24])(=[O:14])=[O:13])[C:7](=[O:25])[C@@:6]2([NH:35][C:36]([N:38]1[CH2:43][CH2:42][N:41]([CH:44]2[CH2:45][CH2:46][NH:47][CH2:48][CH2:49]2)[CH2:40][CH2:39]1)=[O:37])[C:26]1[C:27]([O:32][CH2:33][CH3:34])=[N:28][CH:29]=[CH:30][CH:31]=1)#[N:2]. The catalyst class is: 2. (2) Reactant: [S:1]([N:11]1[C:15]2=[N:16][CH:17]=[C:18]([CH2:20]O)[N:19]=[C:14]2[CH:13]=[CH:12]1)([C:4]1[CH:10]=[CH:9][C:7]([CH3:8])=[CH:6][CH:5]=1)(=[O:3])=[O:2].O=S(Cl)Cl.[N-:26]=[N+:27]=[N-:28].[Na+].CCOC(C)=O. Product: [N:26]([CH2:20][C:18]1[N:19]=[C:14]2[CH:13]=[CH:12][N:11]([S:1]([C:4]3[CH:10]=[CH:9][C:7]([CH3:8])=[CH:6][CH:5]=3)(=[O:3])=[O:2])[C:15]2=[N:16][CH:17]=1)=[N+:27]=[N-:28]. The catalyst class is: 2. (3) Reactant: [N:1]1[C:6]2[NH:7][CH:8]=[CH:9][C:5]=2[C:4]([N:10]2[CH2:14][CH2:13][C@@H:12]([N:15]([CH3:24])[C:16]3[CH:23]=[CH:22][C:19]([C:20]#[N:21])=[CH:18][N:17]=3)[CH2:11]2)=[N:3][CH:2]=1.[Cl-].N.[N-:27]=[N+:28]=[N-:29].[Na+]. The catalyst class is: 9. Product: [N:1]1[C:6]2[NH:7][CH:8]=[CH:9][C:5]=2[C:4]([N:10]2[CH2:14][CH2:13][C@@H:12]([N:15]([CH3:24])[C:16]3[CH:23]=[CH:22][C:19]([C:20]4[N:27]=[N:28][NH:29][N:21]=4)=[CH:18][N:17]=3)[CH2:11]2)=[N:3][CH:2]=1. (4) Reactant: C([Li])CCC.[F:6][CH2:7][C:8]([S:14]([CH3:17])(=[O:16])=[O:15])([CH2:11][CH:12]=[CH2:13])[C:9]#[N:10].[F:18][C:19]1[CH:24]=[CH:23][C:22]([N+:25]([O-:27])=[O:26])=[CH:21][C:20]=1/[C:28](=[N:30]/[S@@:31]([C:33]([CH3:36])([CH3:35])[CH3:34])=[O:32])/[CH3:29].C[Al](C)C. Product: [C:9]([C:8]([S:14]([CH2:17][C@:28]([NH:30][S@@:31]([C:33]([CH3:34])([CH3:36])[CH3:35])=[O:32])([C:20]1[CH:21]=[C:22]([N+:25]([O-:27])=[O:26])[CH:23]=[CH:24][C:19]=1[F:18])[CH3:29])(=[O:15])=[O:16])([CH2:11][CH:12]=[CH2:13])[CH2:7][F:6])#[N:10]. The catalyst class is: 182. (5) Reactant: [CH3:1][C:2]1([C:14]([O-:16])=[O:15])[CH2:6][CH2:5][N:4]([C:7]([O:9][C:10]([CH3:13])([CH3:12])[CH3:11])=[O:8])[CH2:3]1.[Li+].CC([N-]C(C)C)C.CCCCCCC.C1C[O:35][CH2:34]C1.[CH2:37](C1C=CC=CC=1)C.BrCOC. Product: [CH3:34][O:35][CH2:1][C:2]1([C:14]([O:16][CH3:37])=[O:15])[CH2:6][CH2:5][N:4]([C:7]([O:9][C:10]([CH3:11])([CH3:12])[CH3:13])=[O:8])[CH2:3]1. The catalyst class is: 1. (6) Reactant: [H-].[Al+3].[Li+].[H-].[H-].[H-].[CH3:7][O:8][C:9]1[CH:10]=[CH:11][C:12]([C:32](OC)=[O:33])=[C:13]2[C:17]=1[N:16]=[C:15]1[N:18]([C:22]3[C:23]([CH3:31])=[N:24][C:25]([O:29][CH3:30])=[N:26][C:27]=3[CH3:28])[CH2:19][CH2:20][CH2:21][N:14]21.[OH-].[Na+].S([O-])([O-])(=O)=O.[Mg+2]. The catalyst class is: 30. Product: [CH3:7][O:8][C:9]1[C:17]2[N:16]=[C:15]3[N:18]([C:22]4[C:23]([CH3:31])=[N:24][C:25]([O:29][CH3:30])=[N:26][C:27]=4[CH3:28])[CH2:19][CH2:20][CH2:21][N:14]3[C:13]=2[C:12]([CH2:32][OH:33])=[CH:11][CH:10]=1. (7) Reactant: [Cl:1][C:2]1[CH:27]=[CH:26][CH:25]=[CH:24][C:3]=1[C:4]([NH:6][C:7](=[O:23])[NH:8][C:9]1[S:10][C:11]2[CH:17]=[C:16]([S:18]([CH:21]=[CH2:22])(=[O:20])=[O:19])[CH:15]=[CH:14][C:12]=2[N:13]=1)=[O:5].[CH3:28][O:29][CH2:30][CH2:31][NH2:32]. Product: [Cl:1][C:2]1[CH:27]=[CH:26][CH:25]=[CH:24][C:3]=1[C:4]([NH:6][C:7](=[O:23])[NH:8][C:9]1[S:10][C:11]2[CH:17]=[C:16]([S:18]([CH2:21][CH2:22][NH:32][CH2:31][CH2:30][O:29][CH3:28])(=[O:20])=[O:19])[CH:15]=[CH:14][C:12]=2[N:13]=1)=[O:5]. The catalyst class is: 1.